Regression. Given two drug SMILES strings and cell line genomic features, predict the synergy score measuring deviation from expected non-interaction effect. From a dataset of NCI-60 drug combinations with 297,098 pairs across 59 cell lines. (1) Synergy scores: CSS=-1.37, Synergy_ZIP=2.03, Synergy_Bliss=2.98, Synergy_Loewe=1.63, Synergy_HSA=0.543. Cell line: PC-3. Drug 2: C1=CN(C=N1)CC(O)(P(=O)(O)O)P(=O)(O)O. Drug 1: C1=CC(=CC=C1C#N)C(C2=CC=C(C=C2)C#N)N3C=NC=N3. (2) Drug 1: C1C(C(OC1N2C=C(C(=O)NC2=O)F)CO)O. Drug 2: C1=NNC2=C1C(=O)NC=N2. Cell line: SF-295. Synergy scores: CSS=19.7, Synergy_ZIP=-1.51, Synergy_Bliss=-1.55, Synergy_Loewe=-41.0, Synergy_HSA=-1.91. (3) Drug 1: CC1C(C(=O)NC(C(=O)N2CCCC2C(=O)N(CC(=O)N(C(C(=O)O1)C(C)C)C)C)C(C)C)NC(=O)C3=C4C(=C(C=C3)C)OC5=C(C(=O)C(=C(C5=N4)C(=O)NC6C(OC(=O)C(N(C(=O)CN(C(=O)C7CCCN7C(=O)C(NC6=O)C(C)C)C)C)C(C)C)C)N)C. Drug 2: COC1=C2C(=CC3=C1OC=C3)C=CC(=O)O2. Cell line: HCT116. Synergy scores: CSS=53.3, Synergy_ZIP=-0.479, Synergy_Bliss=-2.26, Synergy_Loewe=-11.2, Synergy_HSA=-3.33.